Dataset: Catalyst prediction with 721,799 reactions and 888 catalyst types from USPTO. Task: Predict which catalyst facilitates the given reaction. (1) Reactant: [CH2:1]([O:8][C:9]1[CH:10]=[C:11]([CH:27]=[CH:28][CH:29]=1)/[CH:12]=[C:13](\[CH2:19][C:20]([O:22]C(C)(C)C)=[O:21])/[C:14]([O:16][CH2:17][CH3:18])=[O:15])[C:2]1[CH:7]=[CH:6][CH:5]=[CH:4][CH:3]=1.FC(F)(F)C(O)=O. Product: [CH2:1]([O:8][C:9]1[CH:10]=[C:11](/[CH:12]=[C:13](/[C:14]([O:16][CH2:17][CH3:18])=[O:15])\[CH2:19][C:20]([OH:22])=[O:21])[CH:27]=[CH:28][CH:29]=1)[C:2]1[CH:3]=[CH:4][CH:5]=[CH:6][CH:7]=1. The catalyst class is: 4. (2) Reactant: [CH2:1]([O:8][C:9]1[CH:10]=[C:11]2[C:15](=[CH:16][CH:17]=1)[NH:14][CH:13]=[CH:12]2)[C:2]1[CH:7]=[CH:6][CH:5]=[CH:4][CH:3]=1.[BH3-]C#N.[Na+].O.[OH-].[K+]. Product: [CH2:1]([O:8][C:9]1[CH:10]=[C:11]2[C:15](=[CH:16][CH:17]=1)[NH:14][CH2:13][CH2:12]2)[C:2]1[CH:3]=[CH:4][CH:5]=[CH:6][CH:7]=1. The catalyst class is: 15. (3) Reactant: [CH:1]1([NH:4][C:5]([C:7]2[CH:8]=[C:9]([F:31])[C:10]([CH3:30])=[C:11]([C:13]3[C:14]([C:27](O)=[O:28])=[CH:15][C:16]([C:19]([NH:21][CH2:22][C:23]([CH3:26])([CH3:25])[CH3:24])=[O:20])=[CH:17][CH:18]=3)[CH:12]=2)=[O:6])[CH2:3][CH2:2]1.CN(C(ON1N=NC2C=CC=CC1=2)=[N+](C)C)C.F[P-](F)(F)(F)(F)F.CCN(CC)CC.[CH3:63][N:64]1[CH2:69][CH2:68][N:67]([CH2:70][CH2:71][CH2:72][NH2:73])[CH2:66][CH2:65]1. Product: [CH:1]1([NH:4][C:5]([C:7]2[CH:12]=[C:11]([C:13]3[C:14]([C:27]([NH:73][CH2:72][CH2:71][CH2:70][N:67]4[CH2:66][CH2:65][N:64]([CH3:63])[CH2:69][CH2:68]4)=[O:28])=[CH:15][C:16]([C:19]([NH:21][CH2:22][C:23]([CH3:24])([CH3:26])[CH3:25])=[O:20])=[CH:17][CH:18]=3)[C:10]([CH3:30])=[C:9]([F:31])[CH:8]=2)=[O:6])[CH2:2][CH2:3]1. The catalyst class is: 3. (4) Reactant: [CH3:1][N:2]([C:25]([NH:27][CH:28]([CH3:30])[CH3:29])=[O:26])[C:3]1[CH:4]=[CH:5][C:6]([N+:22]([O-])=O)=[C:7]([NH:9][C:10](=[O:21])[CH2:11][C:12]2[CH:17]=[CH:16][C:15]([O:18][CH2:19][CH3:20])=[CH:14][CH:13]=2)[CH:8]=1. Product: [NH2:22][C:6]1[CH:5]=[CH:4][C:3]([N:2]([CH3:1])[C:25]([NH:27][CH:28]([CH3:29])[CH3:30])=[O:26])=[CH:8][C:7]=1[NH:9][C:10](=[O:21])[CH2:11][C:12]1[CH:13]=[CH:14][C:15]([O:18][CH2:19][CH3:20])=[CH:16][CH:17]=1. The catalyst class is: 99. (5) Reactant: [Cl:1][C:2]1[CH:10]=[C:6]([C:7]([OH:9])=O)[C:5]([OH:11])=[CH:4][CH:3]=1.[F:12][C:13]([F:27])([F:26])[C:14]1[CH:15]=[C:16]([CH:19]=[C:20]([C:22]([F:25])([F:24])[F:23])[CH:21]=1)[NH:17][CH3:18].P(Cl)(Cl)Cl.ClC1C=CC=CC=1. Product: [F:12][C:13]([F:26])([F:27])[C:14]1[CH:15]=[C:16]([N:17]([CH3:18])[C:7](=[O:9])[C:6]2[CH:10]=[C:2]([Cl:1])[CH:3]=[CH:4][C:5]=2[OH:11])[CH:19]=[C:20]([C:22]([F:23])([F:25])[F:24])[CH:21]=1. The catalyst class is: 81. (6) Reactant: [N:1]([CH2:4][C@H:5]1[CH2:14][C@@H:13]2[C@:8]([CH3:17])([CH2:9][CH2:10][CH2:11][C:12]2([CH3:16])[CH3:15])[C@@H:7]([C:18]([C:20]2[CH:25]=[C:24]([O:26][CH3:27])[CH:23]=[C:22]([O:28][CH3:29])[CH:21]=2)=[O:19])[C@@H:6]1[CH3:30])=[N+]=[N-].C1(P(C2C=CC=CC=2)C2C=CC=CC=2)C=CC=CC=1.O. Product: [CH3:29][O:28][C:22]1[CH:21]=[C:20]([C:18]([C@@H:7]2[C@:8]3([CH3:17])[C@H:13]([C:12]([CH3:15])([CH3:16])[CH2:11][CH2:10][CH2:9]3)[CH2:14][C@H:5]([CH2:4][NH2:1])[C@H:6]2[CH3:30])=[O:19])[CH:25]=[C:24]([O:26][CH3:27])[CH:23]=1. The catalyst class is: 1. (7) Reactant: [Si]([O:8][CH2:9][C:10]([C:13]1[CH:20]=[CH:19][C:16]([CH:17]=[O:18])=[CH:15][CH:14]=1)([CH3:12])[CH3:11])(C(C)(C)C)(C)C.O1CCOCC1.Cl.O. Product: [OH:8][CH2:9][C:10]([C:13]1[CH:14]=[CH:15][C:16]([CH:17]=[O:18])=[CH:19][CH:20]=1)([CH3:12])[CH3:11]. The catalyst class is: 12. (8) Reactant: [CH3:1][CH:2]([CH3:12])[CH2:3][C:4]([C:6]1[N:7]=[N:8][CH:9]=[CH:10][CH:11]=1)=O.C([BH3-])#[N:14].[Na+].C([O-])(=O)C.[NH4+]. Product: [CH3:1][CH:2]([CH3:12])[CH2:3][CH:4]([C:6]1[N:7]=[N:8][CH:9]=[CH:10][CH:11]=1)[NH2:14]. The catalyst class is: 5. (9) Reactant: Cl.C([O:6][C:7]([C@@H:9]1[CH2:13][CH2:12][CH2:11][N:10]1[C:14]1[N:19]=[CH:18][C:17]([C:20]([O:22][CH2:23][CH3:24])=[O:21])=[CH:16][N:15]=1)=[O:8])(C)(C)C. Product: [CH2:23]([O:22][C:20]([C:17]1[CH:16]=[N:15][C:14]([N:10]2[CH2:11][CH2:12][CH2:13][C@H:9]2[C:7]([OH:8])=[O:6])=[N:19][CH:18]=1)=[O:21])[CH3:24]. The catalyst class is: 12. (10) Reactant: C([O:3][C:4]([C:6]1[CH:11]=[N:10][C:9]([NH:12][C:13](=[O:33])[CH:14]([C:23]2[CH:28]=[CH:27][C:26]([S:29]([CH3:32])(=[O:31])=[O:30])=[CH:25][CH:24]=2)[CH2:15][C:16]2[CH:21]=[CH:20][C:19]([F:22])=[CH:18][CH:17]=2)=[CH:8][N:7]=1)=O)C.[BH4-].[Na+]. Product: [F:22][C:19]1[CH:20]=[CH:21][C:16]([CH2:15][CH:14]([C:23]2[CH:24]=[CH:25][C:26]([S:29]([CH3:32])(=[O:30])=[O:31])=[CH:27][CH:28]=2)[C:13]([NH:12][C:9]2[CH:8]=[N:7][C:6]([CH2:4][OH:3])=[CH:11][N:10]=2)=[O:33])=[CH:17][CH:18]=1. The catalyst class is: 5.